This data is from Catalyst prediction with 721,799 reactions and 888 catalyst types from USPTO. The task is: Predict which catalyst facilitates the given reaction. (1) Reactant: [OH:1][C:2]1[CH:10]=[CH:9][CH:8]=[CH:7][C:3]=1[C:4](O)=[O:5].[C:11](N1C=CN=C1)([N:13]1C=CN=[CH:14]1)=O.CNC. Product: [OH:1][C:2]1[CH:10]=[CH:9][CH:8]=[CH:7][C:3]=1[C:4]([N:13]([CH3:14])[CH3:11])=[O:5]. The catalyst class is: 1. (2) Reactant: [CH2:1]([O:4][C:5](=[O:35])[C@H:6]([CH2:15][C:16]1[CH:21]=[CH:20][C:19]([O:22][C:23](OC2C=CC([N+]([O-])=O)=CC=2)=[O:24])=[CH:18][CH:17]=1)[NH:7][C:8]([O:10][C:11]([CH3:14])([CH3:13])[CH3:12])=[O:9])[CH:2]=[CH2:3].[NH2:36][CH2:37][CH2:38][C@H:39]([NH:43][C:44]([O:46][C:47]([CH3:50])([CH3:49])[CH3:48])=[O:45])[C:40]([OH:42])=[O:41].C(N(CC)C(C)C)(C)C. Product: [CH2:1]([O:4][C:5](=[O:35])[C@@H:6]([NH:7][C:8]([O:10][C:11]([CH3:14])([CH3:13])[CH3:12])=[O:9])[CH2:15][C:16]1[CH:21]=[CH:20][C:19]([O:22][C:23]([NH:36][CH2:37][CH2:38][C@H:39]([NH:43][C:44]([O:46][C:47]([CH3:50])([CH3:49])[CH3:48])=[O:45])[C:40]([OH:42])=[O:41])=[O:24])=[CH:18][CH:17]=1)[CH:2]=[CH2:3]. The catalyst class is: 4. (3) Reactant: [CH3:1][O:2][C:3]1[CH:4]=[C:5]([NH:9][C:10]2[CH:15]=[C:14]([N:16]([CH3:18])[CH3:17])[N:13]=[C:12]([N:19]3[CH2:24][CH2:23][NH:22][CH2:21][CH2:20]3)[N:11]=2)[CH:6]=[CH:7][CH:8]=1.CCN(C(C)C)C(C)C.Cl[CH2:35][C:36]1[CH:41]=[CH:40][CH:39]=[C:38]([O:42][CH3:43])[CH:37]=1. Product: [CH3:43][O:42][C:38]1[CH:37]=[C:36]([CH:41]=[CH:40][CH:39]=1)[CH2:35][N:22]1[CH2:23][CH2:24][N:19]([C:12]2[N:11]=[C:10]([NH:9][C:5]3[CH:6]=[CH:7][CH:8]=[C:3]([O:2][CH3:1])[CH:4]=3)[CH:15]=[C:14]([N:16]([CH3:18])[CH3:17])[N:13]=2)[CH2:20][CH2:21]1. The catalyst class is: 12. (4) Reactant: Br[C:2]1[CH:3]=[C:4]2[N:10]([C@@H:11]([C:13]3[CH:18]=[CH:17][CH:16]=[CH:15][CH:14]=3)[CH3:12])[C:9](=[O:19])[N:8](C(OC(C)(C)C)=O)[C:5]2=[N:6][CH:7]=1.Br[C:28]1[CH:29]=[C:30]2NC(=O)N(C(OCCCC)=O)[C:31]2=[N:32][CH:33]=1.[C:45]1([C@@H](O)C)[CH:50]=CC=[CH:47][CH:46]=1.C1(P(C2C=CC=CC=2)C2C=CC=CC=2)C=CC=CC=1.N(C(OC(C)C)=O)=NC(OC(C)C)=O. Product: [C:13]1([C@H:11]([N:10]2[C:4]3[C:5](=[N:6][CH:7]=[C:2]([C:47]4[CH:46]=[CH:45][CH:50]=[C:31]5[C:30]=4[CH:29]=[CH:28][CH:33]=[N:32]5)[CH:3]=3)[NH:8][C:9]2=[O:19])[CH3:12])[CH:14]=[CH:15][CH:16]=[CH:17][CH:18]=1. The catalyst class is: 7. (5) Reactant: [Br:1][C:2]1[CH:3]=[C:4]2[C:8](=[CH:9][CH:10]=1)[N:7]([S:11]([C:14]1[CH:20]=[CH:19][C:17]([CH3:18])=[CH:16][CH:15]=1)(=[O:13])=[O:12])[CH:6]=[C:5]2[CH:21](O)[C:22]1[CH:27]=[CH:26][C:25]([C:28]([CH3:32])([CH3:31])[C:29]#[N:30])=[CH:24][CH:23]=1.[SiH](CC)(CC)CC.C(O)(C(F)(F)F)=O.O. Product: [Br:1][C:2]1[CH:3]=[C:4]2[C:8](=[CH:9][CH:10]=1)[N:7]([S:11]([C:14]1[CH:15]=[CH:16][C:17]([CH3:18])=[CH:19][CH:20]=1)(=[O:13])=[O:12])[CH:6]=[C:5]2[CH2:21][C:22]1[CH:23]=[CH:24][C:25]([C:28]([CH3:32])([CH3:31])[C:29]#[N:30])=[CH:26][CH:27]=1. The catalyst class is: 2. (6) Reactant: N#N.[C:3]([O:9][C:10]1([C:13]2[N:14]=[C:15]([CH2:18][N:19]3[N:23]=[C:22]([N+:24]([O-])=O)[CH:21]=[N:20]3)[O:16][CH:17]=2)[CH2:12][CH2:11]1)(=[O:8])[C:4]([CH3:7])([CH3:6])[CH3:5].[NH4+].[Cl-]. Product: [C:3]([O:9][C:10]1([C:13]2[N:14]=[C:15]([CH2:18][N:19]3[N:23]=[C:22]([NH2:24])[CH:21]=[N:20]3)[O:16][CH:17]=2)[CH2:12][CH2:11]1)(=[O:8])[C:4]([CH3:7])([CH3:6])[CH3:5]. The catalyst class is: 314. (7) The catalyst class is: 10. Product: [CH2:34]([N:31]1[C:32]2[N:33]=[C:14]([CH2:13][C:6]3[C:5]4[C:10](=[CH:11][CH:12]=[C:3]([O:2][CH3:1])[CH:4]=4)[CH:9]=[N:8][CH:7]=3)[NH:26][C:27]=2[C:28](=[O:40])[N:29]([CH3:39])[C:30]1=[O:38])[CH:35]([CH3:37])[CH3:36]. Reactant: [CH3:1][O:2][C:3]1[CH:4]=[C:5]2[C:10](=[CH:11][CH:12]=1)[CH:9]=[N:8][CH:7]=[C:6]2[CH2:13][C:14](O)=O.CCN(C(C)C)C(C)C.[NH2:26][C:27]1[C:28](=[O:40])[N:29]([CH3:39])[C:30](=[O:38])[N:31]([CH2:34][CH:35]([CH3:37])[CH3:36])[C:32]=1[NH2:33]. (8) Reactant: [CH2:1]([N:8]([C@H:13]([CH2:17][OH:18])[C:14]([OH:16])=[O:15])[C:9](=[O:12])[CH2:10]Cl)[C:2]1[CH:7]=[CH:6][CH:5]=[CH:4][CH:3]=1.C([O-])(C)(C)C.[K+]. Product: [CH2:1]([N:8]1[C:9](=[O:12])[CH2:10][O:18][CH2:17][C@@H:13]1[C:14]([OH:16])=[O:15])[C:2]1[CH:7]=[CH:6][CH:5]=[CH:4][CH:3]=1. The catalyst class is: 107.